Dataset: Catalyst prediction with 721,799 reactions and 888 catalyst types from USPTO. Task: Predict which catalyst facilitates the given reaction. Reactant: [NH2:1][CH2:2][CH2:3][C:4]#[N:5].C(N(CC)CC)C.[Cl:13][CH2:14][C:15](Cl)=[O:16].C(OCC)C. Product: [Cl:13][CH2:14][C:15]([NH:5][CH2:4][CH2:3][C:2]#[N:1])=[O:16]. The catalyst class is: 7.